From a dataset of Forward reaction prediction with 1.9M reactions from USPTO patents (1976-2016). Predict the product of the given reaction. (1) Given the reactants [F:1][C:2]1[CH:27]=[C:26]([N+:28]([O-:30])=[O:29])[CH:25]=[CH:24][C:3]=1[O:4][C:5]1[CH:10]=[CH:9][N:8]=[C:7]2[CH:11]=[C:12]([C:14]3[CH:19]=[CH:18][C:17](S(C)(=O)=O)=[CH:16][CH:15]=3)[S:13][C:6]=12.[C:31]([O:35][C:36]([N:38]1[CH2:43][CH2:42][N:41](C2C=CC(B(O)O)=CC=2)[CH2:40][CH2:39]1)=[O:37])([CH3:34])([CH3:33])[CH3:32], predict the reaction product. The product is: [F:1][C:2]1[CH:27]=[C:26]([N+:28]([O-:30])=[O:29])[CH:25]=[CH:24][C:3]=1[O:4][C:5]1[CH:10]=[CH:9][N:8]=[C:7]2[CH:11]=[C:12]([C:14]3[CH:15]=[CH:16][C:17]([N:41]4[CH2:40][CH2:39][N:38]([C:36]([O:35][C:31]([CH3:34])([CH3:33])[CH3:32])=[O:37])[CH2:43][CH2:42]4)=[CH:18][CH:19]=3)[S:13][C:6]=12. (2) Given the reactants C(OC([N:6]1[C:10]([NH:11][C:12](=[O:26])[C:13]2[CH:18]=[CH:17][C:16]([N:19]3[CH2:24][CH2:23][N:22]([CH3:25])[CH2:21][CH2:20]3)=[CH:15][CH:14]=2)=[C:9]2[CH2:27][N:28]([S:32]([C:35]3[CH:40]=[C:39]([F:41])[CH:38]=[C:37]([F:42])[CH:36]=3)(=[O:34])=[O:33])[C:29]([CH3:31])([CH3:30])[C:8]2=[N:7]1)=O)C, predict the reaction product. The product is: [F:41][C:39]1[CH:40]=[C:35]([S:32]([N:28]2[CH2:27][C:9]3[C:10]([NH:11][C:12](=[O:26])[C:13]4[CH:18]=[CH:17][C:16]([N:19]5[CH2:20][CH2:21][N:22]([CH3:25])[CH2:23][CH2:24]5)=[CH:15][CH:14]=4)=[N:6][NH:7][C:8]=3[C:29]2([CH3:31])[CH3:30])(=[O:33])=[O:34])[CH:36]=[C:37]([F:42])[CH:38]=1. (3) Given the reactants Br[C:2]1[CH:3]=[C:4]([CH:13]2[O:17][CH2:16][CH2:15][O:14]2)[CH:5]=[C:6]([O:8][C:9]([F:12])([F:11])[F:10])[CH:7]=1.[CH:18]([N:21]1[CH2:26][CH2:25][NH:24][CH2:23][CH2:22]1)([CH3:20])[CH3:19].C1(P(C2C=CC=CC=2)C2C=CC3C(=CC=CC=3)C=2C2C3C(=CC=CC=3)C=CC=2P(C2C=CC=CC=2)C2C=CC=CC=2)C=CC=CC=1.C(=O)([O-])[O-].[Cs+].[Cs+], predict the reaction product. The product is: [O:14]1[CH2:15][CH2:16][O:17][CH:13]1[C:4]1[CH:3]=[C:2]([N:24]2[CH2:25][CH2:26][N:21]([CH:18]([CH3:20])[CH3:19])[CH2:22][CH2:23]2)[CH:7]=[C:6]([O:8][C:9]([F:12])([F:11])[F:10])[CH:5]=1. (4) Given the reactants [F:1][C@@H:2]1[CH2:6][N:5]([C:7](=[O:15])[CH2:8][NH:9][C:10]([CH3:14])([CH3:13])[CH2:11][OH:12])[C@H:4]([C:16]#[N:17])[CH2:3]1.O.[C:19]1([S:25]([OH:28])(=[O:27])=[O:26])[CH:24]=[CH:23][CH:22]=[CH:21][CH:20]=1.C(OC(C)C)(C)C, predict the reaction product. The product is: [C:19]1([S:25]([OH:28])(=[O:27])=[O:26])[CH:24]=[CH:23][CH:22]=[CH:21][CH:20]=1.[F:1][C@@H:2]1[CH2:6][N:5]([C:7](=[O:15])[CH2:8][NH:9][C:10]([CH3:14])([CH3:13])[CH2:11][OH:12])[C@H:4]([C:16]#[N:17])[CH2:3]1. (5) The product is: [CH:18]([SiH:4]([CH:1]([CH3:3])[CH3:2])[C:5]1[C:15]([CH3:16])=[CH:14][C:8]([O:9][CH2:10][CH2:11][C:12]([OH:23])=[O:13])=[CH:7][C:6]=1[CH3:17])([CH3:20])[CH3:19]. Given the reactants [CH:1]([SiH:4]([CH:18]([CH3:20])[CH3:19])[C:5]1[C:15]([CH3:16])=[CH:14][C:8]([O:9][CH2:10][CH2:11][CH2:12][OH:13])=[CH:7][C:6]=1[CH3:17])([CH3:3])[CH3:2].CC(C)=[O:23].OS(O)(=O)=O.O=[Cr](=O)=O, predict the reaction product. (6) Given the reactants [CH3:1][O:2][C:3](=[O:13])[CH:4]([NH2:12])[CH2:5][C:6]1[CH:11]=[CH:10][CH:9]=[CH:8][CH:7]=1.[C:14]1([CH2:20][CH2:21][S:22](Cl)(=[O:24])=[O:23])[CH:19]=[CH:18][CH:17]=[CH:16][CH:15]=1.C(N(CC)CC)C, predict the reaction product. The product is: [CH3:1][O:2][C:3](=[O:13])[C@H:4]([NH:12][S:22]([CH2:21][CH2:20][C:14]1[CH:19]=[CH:18][CH:17]=[CH:16][CH:15]=1)(=[O:24])=[O:23])[CH2:5][C:6]1[CH:11]=[CH:10][CH:9]=[CH:8][CH:7]=1.